The task is: Regression. Given a peptide amino acid sequence and an MHC pseudo amino acid sequence, predict their binding affinity value. This is MHC class I binding data.. This data is from Peptide-MHC class I binding affinity with 185,985 pairs from IEDB/IMGT. (1) The peptide sequence is TPYDINQM. The MHC is Mamu-A01 with pseudo-sequence YYAMYRENMTENAVNTLYLRVEYYTWAVMAYQWY. The binding affinity (normalized) is 0.421. (2) The peptide sequence is LNNSFYYMK. The MHC is HLA-A33:01 with pseudo-sequence HLA-A33:01. The binding affinity (normalized) is 0. (3) The peptide sequence is KITTESIVIW. The MHC is HLA-A24:02 with pseudo-sequence HLA-A24:02. The binding affinity (normalized) is 0. (4) The peptide sequence is SQIETGTPF. The MHC is HLA-A02:06 with pseudo-sequence HLA-A02:06. The binding affinity (normalized) is 1.00. (5) The peptide sequence is NLKSLYNTVC. The MHC is HLA-B27:05 with pseudo-sequence HLA-B27:05. The binding affinity (normalized) is 0. (6) The peptide sequence is RQGKTPLTL. The MHC is BoLA-HD6 with pseudo-sequence BoLA-HD6. The binding affinity (normalized) is 0.533.